Dataset: Full USPTO retrosynthesis dataset with 1.9M reactions from patents (1976-2016). Task: Predict the reactants needed to synthesize the given product. (1) Given the product [CH3:24][S:25]([O:16][CH:13]1[CH2:14][CH2:15][N:10]([C:7]2[N:8]=[CH:9][C:4]([CH2:1][CH2:2][CH3:3])=[CH:5][N:6]=2)[CH2:11][CH2:12]1)(=[O:27])=[O:26], predict the reactants needed to synthesize it. The reactants are: [CH2:1]([C:4]1[CH:5]=[N:6][C:7]([N:10]2[CH2:15][CH2:14][CH:13]([OH:16])[CH2:12][CH2:11]2)=[N:8][CH:9]=1)[CH2:2][CH3:3].CCN(CC)CC.[CH3:24][S:25](Cl)(=[O:27])=[O:26]. (2) The reactants are: Br[C:2]1[N:7]=[C:6]([C:8]([C@H:10]2[CH2:14][O:13][C:12]([CH3:16])([CH3:15])[O:11]2)=[O:9])[CH:5]=[CH:4][CH:3]=1.[F:17][C:18]1[CH:39]=[CH:38][C:21]([O:22][C:23]2[CH:28]=[CH:27][C:26](B3OC(C)(C)C(C)(C)O3)=[CH:25][CH:24]=2)=[CH:20][CH:19]=1.C([O-])([O-])=O.[Na+].[Na+]. Given the product [CH3:15][C:12]1([CH3:16])[O:11][C@@H:10]([C:8]([C:6]2[CH:5]=[CH:4][CH:3]=[C:2]([C:26]3[CH:25]=[CH:24][C:23]([O:22][C:21]4[CH:20]=[CH:19][C:18]([F:17])=[CH:39][CH:38]=4)=[CH:28][CH:27]=3)[N:7]=2)=[O:9])[CH2:14][O:13]1, predict the reactants needed to synthesize it. (3) Given the product [Br:11][C:8]1[C:9]([Cl:10])=[C:2]([NH:1][C:13](=[O:12])[O:15][C:16]([CH3:19])([CH3:18])[CH3:17])[CH:3]=[C:4]([C:5]#[N:6])[CH:7]=1, predict the reactants needed to synthesize it. The reactants are: [NH2:1][C:2]1[CH:3]=[C:4]([CH:7]=[C:8]([Br:11])[C:9]=1[Cl:10])[C:5]#[N:6].[O:12](C(OC(C)(C)C)=O)[C:13]([O:15][C:16]([CH3:19])([CH3:18])[CH3:17])=O. (4) Given the product [C:38]([O:14][C@@H:13]([C:15]1[S:16][CH:17]=[C:18]([C:20]([OH:22])=[O:21])[N:19]=1)[CH2:12][C@@H:11]([N:7]([CH2:8][CH2:9][CH3:10])[C:5](=[O:6])[C@@H:4]([NH:26][C:27]([C@H:29]1[CH2:34][CH2:33][CH2:32][CH2:31][N:30]1[CH3:35])=[O:28])[CH:3]([CH2:1][CH3:2])[CH2:36][CH3:37])[CH:23]([CH3:24])[CH3:25])(=[O:40])[CH3:39], predict the reactants needed to synthesize it. The reactants are: [CH2:1]([CH:3]([CH2:36][CH3:37])[C@H:4]([NH:26][C:27]([C@H:29]1[CH2:34][CH2:33][CH2:32][CH2:31][N:30]1[CH3:35])=[O:28])[C:5]([N:7]([C@@H:11]([CH:23]([CH3:25])[CH3:24])[CH2:12][C@H:13]([C:15]1[S:16][CH:17]=[C:18]([C:20]([OH:22])=[O:21])[N:19]=1)[OH:14])[CH2:8][CH2:9][CH3:10])=[O:6])[CH3:2].[C:38](OC(=O)C)(=[O:40])[CH3:39].O.C1COCC1. (5) Given the product [Br:1][C:2]1[CH:3]=[C:4]([NH:8][C:9]2[C:18]3[C:13](=[CH:14][N:15]=[C:16]([NH:29][CH2:28][C:27]4[CH:30]=[CH:31][C:24]([O:23][CH3:22])=[CH:25][CH:26]=4)[CH:17]=3)[N:12]=[CH:11][C:10]=2[C:20]#[N:21])[CH:5]=[CH:6][CH:7]=1, predict the reactants needed to synthesize it. The reactants are: [Br:1][C:2]1[CH:3]=[C:4]([NH:8][C:9]2[C:18]3[C:13](=[CH:14][N:15]=[C:16](F)[CH:17]=3)[N:12]=[CH:11][C:10]=2[C:20]#[N:21])[CH:5]=[CH:6][CH:7]=1.[CH3:22][O:23][C:24]1[CH:31]=[CH:30][C:27]([CH2:28][NH2:29])=[CH:26][CH:25]=1.CO.C(Cl)(Cl)Cl. (6) The reactants are: [Cl:1][C:2]1[CH:10]=[C:9]2[C:5]([C:6]([C:11]([C:13]3[C:14]([NH:19][CH:20]4[CH2:24][CH2:23][CH2:22][CH2:21]4)=[N:15][CH:16]=[CH:17][CH:18]=3)=[O:12])=[CH:7][NH:8]2)=[CH:4][CH:3]=1.[CH:25]1(N)[CH2:29]CC[CH2:26]1.C(N)CC1C=CC=CC=1. Given the product [Cl:1][C:2]1[CH:10]=[C:9]2[C:5]([C:6]([C:11]([C:13]3[C:14]([NH:19][CH2:20][CH2:24][C:23]4[CH:22]=[CH:21][CH:29]=[CH:25][CH:26]=4)=[N:15][CH:16]=[CH:17][CH:18]=3)=[O:12])=[CH:7][NH:8]2)=[CH:4][CH:3]=1, predict the reactants needed to synthesize it. (7) Given the product [CH3:1][O:2][C:3](=[O:15])[CH2:4][O:5][C:6]1[CH:11]=[CH:10][C:9]([NH2:12])=[CH:8][CH:7]=1, predict the reactants needed to synthesize it. The reactants are: [CH3:1][O:2][C:3](=[O:15])[CH2:4][O:5][C:6]1[CH:11]=[CH:10][C:9]([N+:12]([O-])=O)=[CH:8][CH:7]=1.